This data is from Reaction yield outcomes from USPTO patents with 853,638 reactions. The task is: Predict the reaction yield, written as a fraction of the theoretical maximum amount of product (1.0 means a 100% yield; for example, 0.34 means a 34% yield). The reactants are Br[C:2]1[N:6]=[C:5]([N:7]2[CH2:11][CH2:10][CH2:9][CH2:8]2)[N:4]([CH3:12])[N:3]=1.[C:13]([Si:15]([CH3:18])([CH3:17])[CH3:16])#[CH:14].C(N(CC)CC)C. The catalyst is CN(C=O)C.[Cu]I.C1C=CC(P(C2C=CC=CC=2)C2C=CC=CC=2)=CC=1.C1C=CC(P(C2C=CC=CC=2)C2C=CC=CC=2)=CC=1.Cl[Pd]Cl. The product is [CH3:12][N:4]1[C:5]([N:7]2[CH2:11][CH2:10][CH2:9][CH2:8]2)=[N:6][C:2]([C:14]#[C:13][Si:15]([CH3:18])([CH3:17])[CH3:16])=[N:3]1. The yield is 0.210.